This data is from Forward reaction prediction with 1.9M reactions from USPTO patents (1976-2016). The task is: Predict the product of the given reaction. (1) Given the reactants Br[C:2]1[S:6][C:5]([S:7]([NH2:10])(=[O:9])=[O:8])=[CH:4][CH:3]=1.C(N(CC)CC)C.C1(P(C2C=CC=CC=2)CCCP(C2C=CC=CC=2)C2C=CC=CC=2)C=CC=CC=1.[C]=O.[C:49]([O:52][CH2:53]C)(=[O:51])C, predict the reaction product. The product is: [CH3:53][O:52][C:49]([C:2]1[S:6][C:5]([S:7]([NH2:10])(=[O:9])=[O:8])=[CH:4][CH:3]=1)=[O:51]. (2) Given the reactants Cl[C:2]1[N:11]=[C:10]([NH:12][CH2:13][C@H:14]([C:20]2[CH:25]=[CH:24][CH:23]=[CH:22][CH:21]=2)[N:15]2[CH:19]=[CH:18][CH:17]=[CH:16]2)[C:9]2[C:4](=[CH:5][CH:6]=[CH:7][CH:8]=2)[N:3]=1.[CH3:26][C:27]1[C:32](B(O)O)=[CH:31][N:30]2[CH:36]=[CH:37][N:38]=[C:29]2[CH:28]=1.C(NC1C2C(=CC=CC=2)N=C(C2SC3C=CC=CC=3C=2)N=1)(C1C=CC=CC=1)C1C=CC=CC=1, predict the reaction product. The product is: [CH3:26][C:27]1[C:32]([C:2]2[N:11]=[C:10]([NH:12][CH2:13][C@H:14]([C:20]3[CH:25]=[CH:24][CH:23]=[CH:22][CH:21]=3)[N:15]3[CH:19]=[CH:18][CH:17]=[CH:16]3)[C:9]3[C:4](=[CH:5][CH:6]=[CH:7][CH:8]=3)[N:3]=2)=[CH:31][N:30]2[CH:36]=[CH:37][N:38]=[C:29]2[CH:28]=1.